This data is from Experimentally validated miRNA-target interactions with 360,000+ pairs, plus equal number of negative samples. The task is: Binary Classification. Given a miRNA mature sequence and a target amino acid sequence, predict their likelihood of interaction. (1) Result: 0 (no interaction). The miRNA is hsa-miR-7160-3p with sequence CAGGGCCCUGGCUUUAGCAGA. The protein sequence of the target gene is MALLLTLTSPDLEGTWDTRDKDGFKAQEGPPLAVPEFPVCGLYRIYGVCGSFSSFFIIRCSLCALETLKSPQHDPLEIPEQSLKLIPLVSGKRELTRGQKAGEKPLAAGPGEEELLRGSAPHAQDTQSEELPPSCTISGEKKPPAVSGEATGADAGRLCPPPRSRAPHKDRTLARSRPQTQGEDCSLPVGEVKIGKRSYSPAPGKQKKPNAMGLAPTSSPGAPNSARATHNPVPCGSGRGPCHLANLLSTLAQSNQNRDHKQGPPEVTCQIRKKTRTLYRSDQLEELEKIFQEDHYPDSD.... (2) The miRNA is rno-miR-298-5p with sequence GGCAGAGGAGGGCUGUUCUUCCC. The protein sequence of the target gene is MEPIGARLSLEAPGPAPFREAPPAEELPAPVVPCVQGGGDGGGASETPSPDAQLGDRPLSPKEEAAPQEQEELLECRRRCRARSFSLPADPILQAAKFLQQQQQQAVALGGEGAEDAQLGPGGCCAKCKKRVQFADTLGLSLASVKHFSEAEEPQVPPAVLSRLRSFPMRAEDLEQLGGLLAAAAVAAPLSAPPSRLRPLFQLPGPSAAAERLQRQRVCLERVQCSTASGAEVKGSGRVLSCPGPRAVTVRYTFTEWRSFLDVPAELQPEPLEPQQPEAPSGASEPGSGDAKKEPGAECF.... Result: 0 (no interaction). (3) The miRNA is rno-miR-378a-3p with sequence ACUGGACUUGGAGUCAGAAGG. The protein sequence of the target gene is MMGSVLPAEALVLKTGLKAPGLALAEVITSDILHSFLYGRWRNVLGEQLLEDKSHHASPKTAFTAEVLAQSFSGEVQKLSSLVLPVEVIIAQSSIPGEGLGIFSKTWIKAGTEMGPFTGRVIAPEHVDICKNNNLMWEVFNEDGTVRYFIDASQEDHRSWMTYIKCARNEQEQNLEVVQIGTSIFYKAIEMIPPDQELLVWYGNSHNTFLGIPGVPGLEEEQKKNKHEDFHPADSATGTAGRMRCVICHRGFNSRSNLRSHMRIHTLDKPFVCRFCNRRFSQSSTLRNHVRLHTGERPYK.... Result: 0 (no interaction).